Task: Predict which catalyst facilitates the given reaction.. Dataset: Catalyst prediction with 721,799 reactions and 888 catalyst types from USPTO (1) The catalyst class is: 4. Product: [CH3:1][O:2][C:3]1[CH:4]=[C:5]([CH:19]=[C:20]([CH3:22])[CH:21]=1)[O:6][C:7]1[CH:8]=[CH:9][C:10]2[N:14]=[C:13]([CH2:15][O:16][C:24]3[CH:25]=[C:26]([CH:31]=[CH:32][CH:33]=3)[C:27]([O:29][CH3:30])=[O:28])[N:12]([CH3:17])[C:11]=2[CH:18]=1. Reactant: [CH3:1][O:2][C:3]1[CH:4]=[C:5]([CH:19]=[C:20]([CH3:22])[CH:21]=1)[O:6][C:7]1[CH:8]=[CH:9][C:10]2[N:14]=[C:13]([CH2:15][OH:16])[N:12]([CH3:17])[C:11]=2[CH:18]=1.O[C:24]1[CH:25]=[C:26]([CH:31]=[CH:32][CH:33]=1)[C:27]([O:29][CH3:30])=[O:28].C(P(CCCC)CCCC)CCC.N(C(N1CCCCC1)=O)=NC(N1CCCCC1)=O. (2) Reactant: Cl[C:2]1[N:7]=[C:6]([NH:8][C:9]2[C:18]([F:19])=[CH:17][CH:16]=[CH:15][C:10]=2[C:11]([NH:13][CH3:14])=[O:12])[C:5]([Cl:20])=[CH:4][N:3]=1.[NH2:21][C:22]1[CH:37]=[CH:36][C:25]2[N:26]([CH2:34][CH3:35])[C:27](=[O:33])[CH2:28][CH2:29][C:30]([CH3:32])([CH3:31])[C:24]=2[CH:23]=1.CC1(C)[C@]2(CS(O)(=O)=O)C(C[C@H]1CC2)=O. Product: [Cl:20][C:5]1[C:6]([NH:8][C:9]2[C:18]([F:19])=[CH:17][CH:16]=[CH:15][C:10]=2[C:11]([NH:13][CH3:14])=[O:12])=[N:7][C:2]([NH:21][C:22]2[CH:37]=[CH:36][C:25]3[N:26]([CH2:34][CH3:35])[C:27](=[O:33])[CH2:28][CH2:29][C:30]([CH3:31])([CH3:32])[C:24]=3[CH:23]=2)=[N:3][CH:4]=1. The catalyst class is: 32. (3) Reactant: [CH:1]1([C@@H:4]([C:11]2[CH:12]=[CH:13][C:14]3[O:19][CH2:18][C@@H:17]([CH:20]4[CH2:23][N:22](C(OC(C)(C)C)=O)[CH2:21]4)[O:16][C:15]=3[CH:31]=2)[C@H:5]([CH3:10])[C:6]([O:8][CH3:9])=[O:7])[CH2:3][CH2:2]1.C(O)(C(F)(F)F)=O. Product: [NH:22]1[CH2:23][CH:20]([C@@H:17]2[CH2:18][O:19][C:14]3[CH:13]=[CH:12][C:11]([C@H:4]([CH:1]4[CH2:2][CH2:3]4)[C@H:5]([CH3:10])[C:6]([O:8][CH3:9])=[O:7])=[CH:31][C:15]=3[O:16]2)[CH2:21]1. The catalyst class is: 2. (4) Reactant: [Br:1][C:2]1[CH:8]=[CH:7][CH:6]=[CH:5][C:3]=1[NH2:4].[CH:9]1([CH:12]=O)[CH2:11][CH2:10]1.C(O)(=O)C.C(O[BH-](OC(=O)C)OC(=O)C)(=O)C.[Na+]. Product: [Br:1][C:2]1[CH:8]=[CH:7][CH:6]=[CH:5][C:3]=1[NH:4][CH2:12][CH:9]1[CH2:11][CH2:10]1. The catalyst class is: 4. (5) Reactant: [Br:1][C:2]1[C:7]([F:8])=[CH:6][C:5]([S:9](Cl)(=[O:11])=[O:10])=[C:4]([F:13])[CH:3]=1.[NH2:14][CH2:15][CH2:16][OH:17].C(N(CC)CC)C. Product: [Br:1][C:2]1[C:7]([F:8])=[CH:6][C:5]([S:9]([NH:14][CH2:15][CH2:16][OH:17])(=[O:11])=[O:10])=[C:4]([F:13])[CH:3]=1. The catalyst class is: 2. (6) Reactant: OC(C(F)(F)F)=O.[CH2:8]([O:15][C:16]([C@@H:18]1[CH2:22][C@@H:21]([F:23])[CH2:20][NH:19]1)=[O:17])[C:9]1[CH:14]=[CH:13][CH:12]=[CH:11][CH:10]=1.[N:24]([C:27]1[C:35]2[C:30](=[CH:31][CH:32]=[CH:33][CH:34]=2)[N:29]([C:36]([NH2:38])=[O:37])[CH:28]=1)=[C:25]=[O:26].C1COCC1.C(N(CC)CC)C. Product: [CH2:8]([O:15][C:16]([C@@H:18]1[CH2:22][C@@H:21]([F:23])[CH2:20][N:19]1[C:25](=[O:26])[NH:24][C:27]1[C:35]2[C:30](=[CH:31][CH:32]=[CH:33][CH:34]=2)[N:29]([C:36](=[O:37])[NH2:38])[CH:28]=1)=[O:17])[C:9]1[CH:10]=[CH:11][CH:12]=[CH:13][CH:14]=1. The catalyst class is: 6. (7) Reactant: Br[CH2:2][C:3]1[C:4]([C:18]([O:20]CC)=[O:19])=[N:5][O:6][C:7]=1[C:8]1[CH:13]=[CH:12][C:11]([C:14]([F:17])([F:16])[F:15])=[CH:10][CH:9]=1.FC(F)(F)C(O)=[O:26]. Product: [OH:26][CH2:2][C:3]1[C:4]([C:18]([OH:20])=[O:19])=[N:5][O:6][C:7]=1[C:8]1[CH:13]=[CH:12][C:11]([C:14]([F:17])([F:16])[F:15])=[CH:10][CH:9]=1. The catalyst class is: 6.